This data is from Forward reaction prediction with 1.9M reactions from USPTO patents (1976-2016). The task is: Predict the product of the given reaction. (1) Given the reactants [Br:1][C:2]1[NH:3][C:4]([Cl:8])=[C:5]([Cl:7])[N:6]=1.[CH3:9][Si:10]([CH3:17])([CH3:16])[CH2:11][CH2:12][O:13][CH2:14]Cl, predict the reaction product. The product is: [Br:1][C:2]1[N:3]([CH2:14][O:13][CH2:12][CH2:11][Si:10]([CH3:17])([CH3:16])[CH3:9])[C:4]([Cl:8])=[C:5]([Cl:7])[N:6]=1. (2) The product is: [Br:1][C:2]1[CH:3]=[N:4][C:5]2[CH:6]([NH:11][C:20]([C:17]3([NH:16][C:14](=[O:15])[C:13]([F:12])([F:23])[F:24])[CH2:18][CH2:19]3)=[O:21])[CH2:7][CH2:8][C:9]=2[CH:10]=1. Given the reactants [Br:1][C:2]1[CH:3]=[N:4][C:5]2[CH:6]([NH2:11])[CH2:7][CH2:8][C:9]=2[CH:10]=1.[F:12][C:13]([F:24])([F:23])[C:14]([NH:16][C:17]1([C:20](O)=[O:21])[CH2:19][CH2:18]1)=[O:15], predict the reaction product. (3) Given the reactants [CH3:1][N:2](C)[CH2:3][CH2:4][NH:5][C:6]1[C:18]2[C:17](=[O:19])[C:16]3C=CN=C[C:11]=3[C:10]=2[C:9]2[CH:20]=[CH:21][C:22]([O:24][CH3:25])=[CH:23][C:8]=2[N:7]=1.[CH3:27][NH:28][CH2:29][CH2:30]N, predict the reaction product. The product is: [CH3:25][O:24][C:22]1[CH:21]=[CH:20][C:9]2[C:10]3[C:11]4[CH:30]=[CH:29][N:28]=[CH:27][C:16]=4[C:17](=[O:19])[C:18]=3[C:6]([NH:5][CH2:4][CH2:3][NH:2][CH3:1])=[N:7][C:8]=2[CH:23]=1. (4) Given the reactants C(O[C:5]1[CH:14]=[C:13]([C:15]([F:18])([F:17])[F:16])[C:12]2[C:7](=[CH:8][CH:9]=[C:10]3[NH:22][CH:21]([CH2:23][CH2:24][CH3:25])[CH2:20][O:19][C:11]3=2)[N:6]=1)(C)C.[BH4-].[Na+], predict the reaction product. The product is: [CH2:23]([CH:21]1[CH2:20][O:19][C:11]2=[C:12]3[C:7](=[CH:8][CH:9]=[C:10]2[N:22]1[CH2:13][C:15]([F:18])([F:17])[F:16])[NH:6][CH2:5][CH:14]=[C:13]3[C:15]([F:18])([F:17])[F:16])[CH2:24][CH3:25]. (5) Given the reactants [O:1]=[C:2]1[C@H:8]([CH2:9][C:10]([O:12][CH2:13][C:14]([N:16]([CH3:18])[CH3:17])=[O:15])=[O:11])[CH2:7][C:6]2[CH:19]=[CH:20][C:21]([O:23][CH2:24][CH2:25][C:26]3[N:27]=[C:28]4[N:33](C(OC(C)(C)C)=O)[CH2:32][CH2:31][CH2:30][N:29]4[CH:41]=3)=[CH:22][C:5]=2[CH2:4][N:3]1[CH2:42][C:43]([F:46])([F:45])[F:44].[ClH:47].O1CCOCC1, predict the reaction product. The product is: [ClH:47].[O:1]=[C:2]1[C@H:8]([CH2:9][C:10]([O:12][CH2:13][C:14]([N:16]([CH3:18])[CH3:17])=[O:15])=[O:11])[CH2:7][C:6]2[CH:19]=[CH:20][C:21]([O:23][CH2:24][CH2:25][C:26]3[N:27]=[C:28]4[NH:33][CH2:32][CH2:31][CH2:30][N:29]4[CH:41]=3)=[CH:22][C:5]=2[CH2:4][N:3]1[CH2:42][C:43]([F:46])([F:45])[F:44].